From a dataset of Full USPTO retrosynthesis dataset with 1.9M reactions from patents (1976-2016). Predict the reactants needed to synthesize the given product. (1) Given the product [F:10][C:9]1[CH:8]=[CH:7][C:6]([C:11]2[CH:12]=[C:13]([NH:19][CH2:20][CH2:21][C:22]3[CH:23]=[CH:24][C:25]([O:28][CH3:29])=[CH:26][CH:27]=3)[N:14]=[C:15]([O:17][CH3:18])[N:16]=2)=[CH:5][C:4]=1[CH2:3][NH:2][C:40](=[O:41])[CH2:39][O:38][CH3:37], predict the reactants needed to synthesize it. The reactants are: Cl.[NH2:2][CH2:3][C:4]1[CH:5]=[C:6]([C:11]2[N:16]=[C:15]([O:17][CH3:18])[N:14]=[C:13]([NH:19][CH2:20][CH2:21][C:22]3[CH:27]=[CH:26][C:25]([O:28][CH3:29])=[CH:24][CH:23]=3)[CH:12]=2)[CH:7]=[CH:8][C:9]=1[F:10].C(N(CC)CC)C.[CH3:37][O:38][CH2:39][C:40](Cl)=[O:41]. (2) Given the product [Cl:1][C:2]1[N:3]=[C:4]([N:22]2[CH2:23][CH2:24][O:25][CH2:26][CH2:27]2)[C:5]2[S:10][C:9]([CH2:11][N:12]3[CH2:15][C:34]4([CH2:30][CH2:31][CH2:32][CH2:33]4)[NH:35][CH2:36][CH2:13]3)=[CH:8][C:6]=2[N:7]=1, predict the reactants needed to synthesize it. The reactants are: [Cl:1][C:2]1[N:3]=[C:4]([N:22]2[CH2:27][CH2:26][O:25][CH2:24][CH2:23]2)[C:5]2[S:10][C:9]([CH2:11][N:12]3[CH2:15]C4(CCN(C)CC4)[CH2:13]3)=[CH:8][C:6]=2[N:7]=1.Cl.Cl.[CH2:30]1[C:34]2(CNC[CH2:36][NH:35]2)[CH2:33][CH2:32][CH2:31]1. (3) Given the product [C:1]([C:5]1[CH:6]=[C:7]2[C:12](=[C:13]([F:15])[CH:14]=1)[C:11](=[O:16])[N:10]([C:17]1[C:18]([CH2:19][OH:20])=[C:21]([C:25]3[CH:30]=[C:29]([NH:31][C:32]4[CH:41]=[C:35]5[CH2:36][N:37]([CH3:40])[CH2:38][CH2:39][N:34]5[N:33]=4)[C:28](=[O:42])[N:27]([CH3:43])[CH:26]=3)[CH:22]=[CH:23][N:24]=1)[N:9]=[CH:8]2)([CH3:4])([CH3:2])[CH3:3], predict the reactants needed to synthesize it. The reactants are: [C:1]([C:5]1[CH:6]=[C:7]2[C:12](=[C:13]([F:15])[CH:14]=1)[C:11](=[O:16])[N:10]([C:17]1[N:24]=[CH:23][CH:22]=[C:21]([C:25]3[CH:30]=[C:29]([NH:31][C:32]4[CH:41]=[C:35]5[CH2:36][N:37]([CH3:40])[CH2:38][CH2:39][N:34]5[N:33]=4)[C:28](=[O:42])[N:27]([CH3:43])[CH:26]=3)[C:18]=1[CH:19]=[O:20])[N:9]=[CH:8]2)([CH3:4])([CH3:3])[CH3:2].[BH4-].[Na+]. (4) Given the product [F:22][C:19]1[CH:18]=[CH:17][C:16]([CH2:15][CH:2]([NH:1][C:33]([C:23]2[C:32]3[C:27](=[CH:28][CH:29]=[CH:30][CH:31]=3)[CH:26]=[CH:25][CH:24]=2)=[O:34])[CH:3]([OH:4])[C:5]2[CH:10]=[CH:9][C:8]([C:11]([F:12])([F:13])[F:14])=[CH:7][CH:6]=2)=[CH:21][CH:20]=1, predict the reactants needed to synthesize it. The reactants are: [NH2:1][CH:2]([CH2:15][C:16]1[CH:21]=[CH:20][C:19]([F:22])=[CH:18][CH:17]=1)[CH:3]([C:5]1[CH:10]=[CH:9][C:8]([C:11]([F:14])([F:13])[F:12])=[CH:7][CH:6]=1)[OH:4].[C:23]1([C:33](Cl)=[O:34])[C:32]2[C:27](=[CH:28][CH:29]=[CH:30][CH:31]=2)[CH:26]=[CH:25][CH:24]=1.C(=O)([O-])O.[Na+]. (5) Given the product [F:1][C:2]1[CH:3]=[CH:4][C:5]([O:9][CH:10]2[CH2:15][CH2:14][N:13]([CH3:16])[CH2:12][CH2:11]2)=[C:6]([NH:8][C:28]([C:24]2[C:23]([NH:22][C:20](=[O:21])[C:19]3[C:18]([F:17])=[CH:34][CH:33]=[CH:32][C:31]=3[F:35])=[CH:27][NH:26][N:25]=2)=[O:29])[CH:7]=1, predict the reactants needed to synthesize it. The reactants are: [F:1][C:2]1[CH:3]=[CH:4][C:5]([O:9][CH:10]2[CH2:15][CH2:14][N:13]([CH3:16])[CH2:12][CH2:11]2)=[C:6]([NH2:8])[CH:7]=1.[F:17][C:18]1[CH:34]=[CH:33][CH:32]=[C:31]([F:35])[C:19]=1[C:20]([NH:22][C:23]1[C:24]([C:28](O)=[O:29])=[N:25][NH:26][CH:27]=1)=[O:21].C(Cl)CCl.C1C=CC2N(O)N=NC=2C=1. (6) Given the product [CH2:26]([N:1]1[CH2:4][CH:3]([C:5]2[O:6][C:7]([CH2:10][C:11]3[S:12][C:13]4[CH:19]=[C:18]([C:20]5[CH:25]=[CH:24][CH:23]=[CH:22][CH:21]=5)[CH:17]=[CH:16][C:14]=4[N:15]=3)=[N:8][N:9]=2)[CH2:2]1)[C:27]([CH3:30])([CH3:29])[CH3:28], predict the reactants needed to synthesize it. The reactants are: [NH:1]1[CH2:4][CH:3]([C:5]2[O:6][C:7]([CH2:10][C:11]3[S:12][C:13]4[CH:19]=[C:18]([C:20]5[CH:25]=[CH:24][CH:23]=[CH:22][CH:21]=5)[CH:17]=[CH:16][C:14]=4[N:15]=3)=[N:8][N:9]=2)[CH2:2]1.[CH:26](=O)[C:27]([CH3:30])([CH3:29])[CH3:28].C(O[BH-](OC(=O)C)OC(=O)C)(=O)C.[Na+].O. (7) Given the product [C:52]([NH:56][C:18]([C:15]1[CH:16]=[C:17]2[C:12](=[CH:13][CH:14]=1)[CH:11]=[N:10][CH:9]=[C:8]2[C:5]1[CH:6]=[CH:7][C:2]([Cl:1])=[CH:3][CH:4]=1)=[O:19])([CH3:55])([CH3:54])[CH3:53], predict the reactants needed to synthesize it. The reactants are: [Cl:1][C:2]1[CH:7]=[CH:6][C:5]([C:8]2[C:17]3[C:12](=[CH:13][CH:14]=[C:15]([C:18](O)=[O:19])[CH:16]=3)[CH:11]=[N:10][CH:9]=2)=[CH:4][CH:3]=1.F[B-](F)(F)F.N1(OC(N(C)C)=[N+](C)C)C2C=CC=CC=2N=N1.C(N(CC)C(C)C)(C)C.[C:52]([NH2:56])([CH3:55])([CH3:54])[CH3:53].